This data is from Catalyst prediction with 721,799 reactions and 888 catalyst types from USPTO. The task is: Predict which catalyst facilitates the given reaction. (1) Reactant: C([O:3][C:4]([C:6]1([C:9]2[CH:14]=[CH:13][C:12]([C:15]3[CH:20]=[CH:19][C:18]([C:21]4[S:22][C:23]([F:40])=[CH:24][C:25]=4[NH:26][C:27]([O:29][C@@H:30]([C:32]4[CH:37]=[CH:36][C:35]([F:38])=[C:34]([F:39])[CH:33]=4)[CH3:31])=[O:28])=[CH:17][CH:16]=3)=[CH:11][CH:10]=2)[CH2:8][CH2:7]1)=[O:5])C.[OH-].[Na+].Cl. Product: [F:39][C:34]1[CH:33]=[C:32]([C@H:30]([O:29][C:27]([NH:26][C:25]2[CH:24]=[C:23]([F:40])[S:22][C:21]=2[C:18]2[CH:19]=[CH:20][C:15]([C:12]3[CH:13]=[CH:14][C:9]([C:6]4([C:4]([OH:5])=[O:3])[CH2:7][CH2:8]4)=[CH:10][CH:11]=3)=[CH:16][CH:17]=2)=[O:28])[CH3:31])[CH:37]=[CH:36][C:35]=1[F:38]. The catalyst class is: 32. (2) Reactant: [CH:1]1[C:9]2[C:8]3[CH:10]=[CH:11][CH:12]=[CH:13][C:7]=3[Se:6][C:5]=2[CH:4]=[CH:3][CH:2]=1.[Li]CCCC.C[O:20][B:21](OC)[O:22]C.Cl. Product: [CH:1]1[C:9]2[C:8]3[CH:10]=[CH:11][CH:12]=[CH:13][C:7]=3[Se:6][C:5]=2[C:4]([B:21]([OH:22])[OH:20])=[CH:3][CH:2]=1. The catalyst class is: 28.